Binary Classification. Given a miRNA mature sequence and a target amino acid sequence, predict their likelihood of interaction. From a dataset of Experimentally validated miRNA-target interactions with 360,000+ pairs, plus equal number of negative samples. (1) The miRNA is mmu-miR-200b-3p with sequence UAAUACUGCCUGGUAAUGAUGA. The protein sequence of the target gene is MTASVLRSISLALRPTSGLLGTWQTQLRETHQRASLLSFWELIPMRSEPLRKKKKVDPKKDQEAKERLKRKIRKLEKATQELIPIEDFITPLKFLDKARERPQVELTFEETERRALLLKKWSLYKQQERKMERDTIRAMLEAQQEALEELQLESPKLHAEAIKRDPNLFPFEKEGPHYTPPIPNYQPPEGRYNDITKVYTQVEFKR. Result: 0 (no interaction). (2) The miRNA is mmu-miR-466m-3p with sequence UACAUACACACAUACACACGCA. The protein sequence of the target gene is MDPFTEKLLERTRARRENLQRKMAERPTAVARSAPHAKRGREPLSEASNQQQPLPGGEEKSCTKPSPSKKRCSDKIEVGAPDLENTEPIDVAKPCSPMPAPRQAKPPAPAAISESVAAPAALLSADRGLNSGSEASATSSVKTRMQRLAEQRRHWDSDLTDDVSESSYFAPVPTEDKAASPSKPPISNASATPVGRRGRLANLAATICSWEDDVSHSSAKQNSVQEQPGTACLSKSSSASGASASINSSSVQQEATCCSPRDGNASVRKDPSSNAAHGPLLSASVSSSVKASSPVTAATF.... Result: 1 (interaction). (3) Result: 0 (no interaction). The miRNA is mmu-miR-125b-5p with sequence UCCCUGAGACCCUAACUUGUGA. The protein sequence of the target gene is MSARSSGLVAAAALPVPSSSSSVAGGDVPRPPPRRRAASVAGQQQTRQEFGNGYTPRRSLAAVNDSGDSCHLRIVVLTGQSLAKKDIFGASDPYVRIDLNTINGDINIDSVLTKTKKKTLNPTWNEEFIFRVKPSEHKLVFQVFDENRLTRDDFLGMVELTLVNLPTEQEGRTIGEQSYTLRPRRSVGAKSRIKGTLRIYHAFIRETREQSEPSSGNSDGEWEHVEATNAGETSAQPHPFPTGGHDALPAGWEERQDANGRTYYVNHTARTTQWDRPTVLNSHSSQSTDDQLASDFQRRF.... (4) The miRNA is hsa-miR-520g-5p with sequence UCUAGAGGAAGCACUUUCUGUUU. The protein sequence of the target gene is MANEVIKCKAAVAWEAGKPLSIEEIEVAPPKAHEVRIKIIATAVCHTDAYTLSGADPEGCFPVILGHEGAGIVESVGEGVTKLKAGDTVIPLYIPQCGECKFCLNPKTNLCQKIRVTQGKGLMPDGTSRFTCKGKTILHYMGTSTFSEYTVVADISVAKIDPLAPLDKVCLLGCGISTGYGAAVNTAKLEPGSVCAVFGLGGVGLAVIMGCKVAGASRIIGVDINKDKFARAKEFGATECINPQDFSKPIQEVLIEMTDGGVDYSFECIGNVKVMRAALEACHKGWGVSVVVGVAASGEE.... Result: 1 (interaction).